From a dataset of Full USPTO retrosynthesis dataset with 1.9M reactions from patents (1976-2016). Predict the reactants needed to synthesize the given product. (1) The reactants are: [Br:1][C:2]1[CH:7]=[CH:6][C:5]([C:8]2[O:9][C:10]3[C:11](=[C:13]([C:17]([OH:19])=O)[CH:14]=[CH:15][CH:16]=3)[N:12]=2)=[CH:4][CH:3]=1.O[N:21]1C2C=CC=CC=2N=N1.C(N=C=NCCCN(C)C)C.[OH-].[NH4+]. Given the product [Br:1][C:2]1[CH:7]=[CH:6][C:5]([C:8]2[O:9][C:10]3[C:11](=[C:13]([C:17]([NH2:21])=[O:19])[CH:14]=[CH:15][CH:16]=3)[N:12]=2)=[CH:4][CH:3]=1, predict the reactants needed to synthesize it. (2) Given the product [Si:18]([O:35][C:36]1[CH:53]=[CH:52][C:51]2[C@@H:50]3[C@H:41]([C@H:42]4[C@@:46]([CH2:48][C:49]3=[O:54])([CH3:47])[CH:45]3[O:55][CH2:56][CH2:57][O:58][CH:44]3[CH2:43]4)[CH2:40][CH2:39][C:38]=2[CH:37]=1)([C:31]([CH3:34])([CH3:33])[CH3:32])([C:25]1[CH:26]=[CH:27][CH:28]=[CH:29][CH:30]=1)[C:19]1[CH:24]=[CH:23][CH:22]=[CH:21][CH:20]=1, predict the reactants needed to synthesize it. The reactants are: C(Cl)(=O)C(Cl)=O.CS(C)=O.C(Cl)(Cl)Cl.C(=O)=O.[Si:18]([O:35][C:36]1[CH:53]=[CH:52][C:51]2[C@@H:50]3[C@H:41]([C@H:42]4[C@@:46]([CH2:48][CH:49]3[OH:54])([CH3:47])[CH:45]3[O:55][CH2:56][CH2:57][O:58][CH:44]3[CH2:43]4)[CH2:40][CH2:39][C:38]=2[CH:37]=1)([C:31]([CH3:34])([CH3:33])[CH3:32])([C:25]1[CH:30]=[CH:29][CH:28]=[CH:27][CH:26]=1)[C:19]1[CH:24]=[CH:23][CH:22]=[CH:21][CH:20]=1.C(N(CC)CC)C. (3) Given the product [Cl:1][C:2]1[N:11]=[C:10]([NH:17][C:16]2[CH:18]=[CH:19][CH:20]=[CH:21][C:15]=2[O:14][CH3:13])[C:9]2[C:4](=[CH:5][CH:6]=[CH:7][CH:8]=2)[N:3]=1, predict the reactants needed to synthesize it. The reactants are: [Cl:1][C:2]1[N:11]=[C:10](Cl)[C:9]2[C:4](=[CH:5][CH:6]=[CH:7][CH:8]=2)[N:3]=1.[CH3:13][O:14][C:15]1[CH:21]=[CH:20][CH:19]=[CH:18][C:16]=1[NH2:17]. (4) The reactants are: [NH2:1][C:2]1[C:11]2[C:6](=[CH:7][CH:8]=[CH:9][C:10]=2OC2C=CC(OCC3C=CC=CC=3)=CC=2)[N:5]=[CH:4][N:3]=1.[H][H].CN(C)[C:31](=[O:33])[CH3:32]. Given the product [NH2:1][C:2]1[C:11]2[C:6](=[CH:7][CH:8]=[CH:9][C:10]=2[C:6]2[CH:7]=[CH:8][C:31]([OH:33])=[CH:32][CH:11]=2)[N:5]=[CH:4][N:3]=1, predict the reactants needed to synthesize it. (5) The reactants are: [CH:1]1([NH2:7])[CH2:6][CH2:5][CH2:4][CH2:3][CH2:2]1.N1C=CC=CC=1.[F:14][C:15]([F:26])([F:25])[C:16](O[C:16](=[O:17])[C:15]([F:26])([F:25])[F:14])=[O:17]. Given the product [CH:1]1([NH:7][C:16](=[O:17])[C:15]([F:26])([F:25])[F:14])[CH2:6][CH2:5][CH2:4][CH2:3][CH2:2]1, predict the reactants needed to synthesize it.